From a dataset of Catalyst prediction with 721,799 reactions and 888 catalyst types from USPTO. Predict which catalyst facilitates the given reaction. Reactant: [C:1](O)(=[O:3])[CH3:2].[NH2:5][C:6]1[C:11]2[C:12](=[O:29])[N:13]([C:17]3[CH:22]=[CH:21][C:20]([CH:23]4[CH2:28][CH2:27][NH:26][CH2:25][CH2:24]4)=[CH:19][CH:18]=3)[CH2:14][CH2:15][O:16][C:10]=2[N:9]=[CH:8][N:7]=1.C[NH3+].F[P-](F)(F)(F)(F)F.N1(OC(N(C)C)=[N+](C)C)C2N=CC=CC=2N=N1.F[P-](F)(F)(F)(F)F.C(N(CC)CC)C. Product: [C:1]([N:26]1[CH2:25][CH2:24][CH:23]([C:20]2[CH:19]=[CH:18][C:17]([N:13]3[C:12](=[O:29])[C:11]4[C:6]([NH2:5])=[N:7][CH:8]=[N:9][C:10]=4[O:16][CH2:15][CH2:14]3)=[CH:22][CH:21]=2)[CH2:28][CH2:27]1)(=[O:3])[CH3:2]. The catalyst class is: 3.